From a dataset of Catalyst prediction with 721,799 reactions and 888 catalyst types from USPTO. Predict which catalyst facilitates the given reaction. Reactant: [OH-].[Na+].Cl.[C:4](=[NH:9])(OCC)[CH3:5].[NH:10]([C:12]([O:14][C:15]([CH3:18])([CH3:17])[CH3:16])=[O:13])[NH2:11]. Product: [C:4]([NH:11][NH:10][C:12]([O:14][C:15]([CH3:18])([CH3:17])[CH3:16])=[O:13])(=[NH:9])[CH3:5]. The catalyst class is: 8.